Predict which catalyst facilitates the given reaction. From a dataset of Catalyst prediction with 721,799 reactions and 888 catalyst types from USPTO. (1) Reactant: [Cl:1][C:2]1[CH:10]=[CH:9][C:5]([C:6]([OH:8])=O)=[C:4]([CH3:11])[N:3]=1.[C:12]([NH:15][NH2:16])(=O)[CH3:13].C1(P(C2C=CC=CC=2)C2C=CC=CC=2)C=CC=CC=1.ClC(Cl)(Cl)C#N. Product: [Cl:1][C:2]1[N:3]=[C:4]([CH3:11])[C:5]([C:6]2[O:8][C:12]([CH3:13])=[N:15][N:16]=2)=[CH:9][CH:10]=1. The catalyst class is: 10. (2) The catalyst class is: 193. Product: [C:1](/[C:3](=[CH:9]/[C:10]1[CH:11]=[CH:12][C:13]([C:16]2[N:20]=[CH:19][N:18]([C:21]3[CH:26]=[CH:25][C:24]([O:27][C:28]([F:29])([F:30])[F:31])=[CH:23][CH:22]=3)[N:17]=2)=[CH:14][CH:15]=1)/[C:4]([OH:6])=[O:5])#[N:2]. Reactant: [C:1](/[C:3](=[CH:9]/[C:10]1[CH:15]=[CH:14][C:13]([C:16]2[N:20]=[CH:19][N:18]([C:21]3[CH:26]=[CH:25][C:24]([O:27][C:28]([F:31])([F:30])[F:29])=[CH:23][CH:22]=3)[N:17]=2)=[CH:12][CH:11]=1)/[C:4]([O:6]CC)=[O:5])#[N:2].[OH-].[Li+]. (3) Reactant: [OH-].[Na+].[CH:3]1([C:8]2[C:13]([C:14]([O:16]C)=[O:15])=[CH:12][N:11]=[C:10]([N:18]3[CH2:23][CH2:22][O:21][CH2:20][CH2:19]3)[N:9]=2)[CH2:7][CH2:6][CH2:5][CH2:4]1. Product: [CH:3]1([C:8]2[C:13]([C:14]([OH:16])=[O:15])=[CH:12][N:11]=[C:10]([N:18]3[CH2:23][CH2:22][O:21][CH2:20][CH2:19]3)[N:9]=2)[CH2:4][CH2:5][CH2:6][CH2:7]1. The catalyst class is: 5.